Dataset: Forward reaction prediction with 1.9M reactions from USPTO patents (1976-2016). Task: Predict the product of the given reaction. (1) Given the reactants F[C:2]1[CH:7]=[CH:6][CH:5]=[CH:4][C:3]=1[N+:8]([O-:10])=[O:9].CCN(C(C)C)C(C)C.[CH2:20]([N:27]1[CH2:32][CH2:31][NH:30][CH2:29][CH2:28]1)[C:21]1[CH:26]=[CH:25][CH:24]=[CH:23][CH:22]=1.CN(C=O)C, predict the reaction product. The product is: [N+:8]([C:3]1[CH:4]=[CH:5][CH:6]=[CH:7][C:2]=1[N:30]1[CH2:31][CH2:32][N:27]([CH2:20][C:21]2[CH:22]=[CH:23][CH:24]=[CH:25][CH:26]=2)[CH2:28][CH2:29]1)([O-:10])=[O:9]. (2) Given the reactants [OH:1][C:2]1[CH:7]=[CH:6][C:5]([CH2:8][CH2:9][C:10]([OH:12])=[O:11])=[CH:4][CH:3]=1.S(Cl)(Cl)=O.[CH2:17](O)[CH3:18], predict the reaction product. The product is: [CH2:17]([O:11][C:10](=[O:12])[CH2:9][CH2:8][C:5]1[CH:4]=[CH:3][C:2]([OH:1])=[CH:7][CH:6]=1)[CH3:18]. (3) Given the reactants Cl[C:2]1[N:7]=[CH:6][C:5]([C:8]2[CH:9]=[C:10]([CH2:14][OH:15])[CH:11]=[CH:12][CH:13]=2)=[CH:4][N:3]=1.Cl.[CH3:17][O:18][CH:19]1[CH2:24][CH2:23][NH:22][CH2:21][CH2:20]1.C(=O)([O-])[O-].[K+].[K+], predict the reaction product. The product is: [CH3:17][O:18][CH:19]1[CH2:24][CH2:23][N:22]([C:2]2[N:7]=[CH:6][C:5]([C:8]3[CH:9]=[C:10]([CH2:14][OH:15])[CH:11]=[CH:12][CH:13]=3)=[CH:4][N:3]=2)[CH2:21][CH2:20]1.